This data is from Full USPTO retrosynthesis dataset with 1.9M reactions from patents (1976-2016). The task is: Predict the reactants needed to synthesize the given product. (1) Given the product [CH3:1][O:2][C:3]1[C:12]([C:13]([OH:15])=[O:14])=[CH:11][C:10]2[C:5](=[N:6][CH:7]=[CH:8][CH:9]=2)[N:4]=1, predict the reactants needed to synthesize it. The reactants are: [CH3:1][O:2][C:3]1[C:12]([C:13]([O:15]C)=[O:14])=[CH:11][C:10]2[C:5](=[N:6][CH:7]=[CH:8][CH:9]=2)[N:4]=1.[OH-].[Na+]. (2) Given the product [CH:9]1([CH2:8][N:6]2[CH:7]=[C:2]([B:17]3[O:18][C:19]([CH3:21])([CH3:20])[C:15]([CH3:31])([CH3:14])[O:16]3)[CH:3]=[C:4]([CH3:13])[C:5]2=[O:12])[CH2:11][CH2:10]1, predict the reactants needed to synthesize it. The reactants are: Br[C:2]1[CH:3]=[C:4]([CH3:13])[C:5](=[O:12])[N:6]([CH2:8][CH:9]2[CH2:11][CH2:10]2)[CH:7]=1.[CH3:14][C:15]1([CH3:31])[C:19]([CH3:21])([CH3:20])[O:18][B:17]([B:17]2[O:18][C:19]([CH3:21])([CH3:20])[C:15]([CH3:31])([CH3:14])[O:16]2)[O:16]1.CC([O-])=O.[K+].N#N. (3) Given the product [Cl:26][C:27]1[CH:32]=[CH:31][CH:30]=[CH:29][C:28]=1[NH:33][C:34]([NH:1][C:2]1[CH:7]=[CH:6][C:5]([C:8]2[CH:13]=[CH:12][C:11]([S:14]([N:17]3[CH2:25][CH2:24][CH2:23][C@H:18]3[C:19]([O:21][CH3:22])=[O:20])(=[O:16])=[O:15])=[CH:10][CH:9]=2)=[CH:4][CH:3]=1)=[O:35], predict the reactants needed to synthesize it. The reactants are: [NH2:1][C:2]1[CH:7]=[CH:6][C:5]([C:8]2[CH:13]=[CH:12][C:11]([S:14]([N:17]3[CH2:25][CH2:24][CH2:23][C@H:18]3[C:19]([O:21][CH3:22])=[O:20])(=[O:16])=[O:15])=[CH:10][CH:9]=2)=[CH:4][CH:3]=1.[Cl:26][C:27]1[CH:32]=[CH:31][CH:30]=[CH:29][C:28]=1[N:33]=[C:34]=[O:35]. (4) Given the product [C:95]([O:94][C:92]([O:91][C:88]1[CH:89]=[CH:90][C:81]([C@@H:72]([O:73][Si:74]([C:77]([CH3:80])([CH3:79])[CH3:78])([CH3:76])[CH3:75])[CH2:71][N:63]([CH2:62][CH2:61][CH2:60][CH2:59][CH2:58][CH2:57][O:56][CH2:55][CH2:54][CH2:53][CH2:52][C:49]2[CH:48]=[CH:47][C:46]([NH:45][C:11](=[O:12])[C:13]3[CH:18]=[CH:17][CH:16]=[C:15]([S:19]([C:22]4[CH:23]=[C:24]5[C:29](=[C:30]([CH3:32])[CH:31]=4)[N:28]=[CH:27][C:26]([C:33](=[O:34])[NH2:35])=[C:25]5[NH:36][C:37]4[CH:42]=[CH:41][CH:40]=[C:39]([O:43][CH3:44])[CH:38]=4)(=[O:20])=[O:21])[CH:14]=3)=[CH:51][CH:50]=2)[C:64](=[O:70])[O:65][C:66]([CH3:69])([CH3:68])[CH3:67])=[C:82]2[C:87]=1[NH:86][C:85](=[O:99])[CH:84]=[CH:83]2)=[O:93])([CH3:98])([CH3:97])[CH3:96], predict the reactants needed to synthesize it. The reactants are: OCCCCCCCCN[C:11]([C:13]1[CH:14]=[C:15]([S:19]([C:22]2[CH:23]=[C:24]3[C:29](=[C:30]([CH3:32])[CH:31]=2)[N:28]=[CH:27][C:26]([C:33]([NH2:35])=[O:34])=[C:25]3[NH:36][C:37]2[CH:42]=[CH:41][CH:40]=[C:39]([O:43][CH3:44])[CH:38]=2)(=[O:21])=[O:20])[CH:16]=[CH:17][CH:18]=1)=[O:12].[NH2:45][C:46]1[CH:51]=[CH:50][C:49]([CH2:52][CH2:53][CH2:54][CH2:55][O:56][CH2:57][CH2:58][CH2:59][CH2:60][CH2:61][CH2:62][N:63]([CH2:71][C@@H:72]([C:81]2[CH:90]=[CH:89][C:88]([O:91][C:92]([O:94][C:95]([CH3:98])([CH3:97])[CH3:96])=[O:93])=[C:87]3[C:82]=2[CH:83]=[CH:84][C:85](=[O:99])[NH:86]3)[O:73][Si:74]([C:77]([CH3:80])([CH3:79])[CH3:78])([CH3:76])[CH3:75])[C:64](=[O:70])[O:65][C:66]([CH3:69])([CH3:68])[CH3:67])=[CH:48][CH:47]=1. (5) Given the product [CH2:25]([N:20]([CH2:21][CH2:22][CH2:23][CH3:24])[C:19]([C:3]1[C:2]([Cl:1])=[C:6]([CH3:7])[N:5]([C:8]2[CH:16]=[CH:15][C:14]([O:17][CH3:18])=[CH:13][C:9]=2[C:10]([N:31]2[C@H:32]([CH2:40][OH:41])[CH2:33][C:34]3[C:39](=[CH:38][CH:37]=[CH:36][CH:35]=3)[CH2:30]2)=[O:11])[N:4]=1)=[O:29])[CH2:26][CH2:27][CH3:28], predict the reactants needed to synthesize it. The reactants are: [Cl:1][C:2]1[C:3]([C:19](=[O:29])[N:20]([CH2:25][CH2:26][CH2:27][CH3:28])[CH2:21][CH2:22][CH2:23][CH3:24])=[N:4][N:5]([C:8]2[CH:16]=[CH:15][C:14]([O:17][CH3:18])=[CH:13][C:9]=2[C:10](O)=[O:11])[C:6]=1[CH3:7].[CH2:30]1[C:39]2[C:34](=[CH:35][CH:36]=[CH:37][CH:38]=2)[CH2:33][C@@H:32]([CH2:40][OH:41])[NH:31]1.C(N=C=NCCCN(C)C)C.OC1C2N=NNC=2C=CC=1.C(N(CC)CC)C. (6) Given the product [OH:8][C@H:9]1[C@H:13]2[O:14][CH2:15][C@:10]1([CH2:25][OH:26])[O:11][C@H:12]2[N:16]1[CH:24]=[C:22]([CH3:23])[C:20](=[O:21])[NH:19][C:17]1=[O:18], predict the reactants needed to synthesize it. The reactants are: C([O:8][C@H:9]1[C@H:13]2[O:14][CH2:15][C@:10]1([CH2:25][OH:26])[O:11][C@H:12]2[N:16]1[CH:24]=[C:22]([CH3:23])[C:20](=[O:21])[NH:19][C:17]1=[O:18])C1C=CC=CC=1.C([O-])=O.[NH4+]. (7) Given the product [Cl:1][C:2]1[C:7]([C:8]2[CH:13]=[CH:12][CH:11]=[CH:10][CH:9]=2)=[N:6][N:5]=[C:4]2[N:14]([CH2:23][C:24]([NH:31][CH3:30])=[O:25])[N:15]=[C:16]([C:17]3[CH:18]=[CH:19][CH:20]=[CH:21][CH:22]=3)[C:3]=12, predict the reactants needed to synthesize it. The reactants are: [Cl:1][C:2]1[C:7]([C:8]2[CH:13]=[CH:12][CH:11]=[CH:10][CH:9]=2)=[N:6][N:5]=[C:4]2[N:14]([CH2:23][C:24](O)=[O:25])[N:15]=[C:16]([C:17]3[CH:22]=[CH:21][CH:20]=[CH:19][CH:18]=3)[C:3]=12.ClC1C(C2C=CC=CC=2)=N[N:31]=[C:30]2N(C)N=C(C3C=CC=CC=3Cl)C=12.C(CC#N)(=O)C1C=CC=CC=1.Cl.N(CC(OCC)=O)N.C(N(CC)CC)C.OC1C=CC=C[N+]=1[O-].Cl.CN.Cl.CN(C)CCCN=C=NCC.C(N(C(C)C)CC)(C)C. (8) Given the product [NH2:7][C@@H:8]1[CH2:12][CH2:11][N:10]([C:13](=[O:37])[CH2:14][N:15]2[CH2:20][CH2:19][CH:18]([O:21][C:22](=[O:36])[NH:23][C:24]3[CH:29]=[CH:28][CH:27]=[CH:26][C:25]=3[C:30]3[CH:35]=[CH:34][CH:33]=[CH:32][CH:31]=3)[CH2:17][CH2:16]2)[CH2:9]1, predict the reactants needed to synthesize it. The reactants are: C(OC(=O)[NH:7][C@@H:8]1[CH2:12][CH2:11][N:10]([C:13](=[O:37])[CH2:14][N:15]2[CH2:20][CH2:19][CH:18]([O:21][C:22](=[O:36])[NH:23][C:24]3[CH:29]=[CH:28][CH:27]=[CH:26][C:25]=3[C:30]3[CH:35]=[CH:34][CH:33]=[CH:32][CH:31]=3)[CH2:17][CH2:16]2)[CH2:9]1)(C)(C)C.FC(F)(F)C(O)=O.C([O-])(O)=O.[Na+]. (9) Given the product [CH2:21]([O:23][C:24](=[O:42])[C:25]1[CH:30]=[C:29]([C:2]2[CH:3]=[CH:4][C:5]3[N:6]([C:8]([C:11]4[CH:16]=[CH:15][C:14]([O:17][CH3:18])=[C:13]([O:19][CH3:20])[CH:12]=4)=[CH:9][N:10]=3)[N:7]=2)[CH:28]=[CH:27][C:26]=1[O:40][CH3:41])[CH3:22], predict the reactants needed to synthesize it. The reactants are: Cl[C:2]1[CH:3]=[CH:4][C:5]2[N:6]([C:8]([C:11]3[CH:16]=[CH:15][C:14]([O:17][CH3:18])=[C:13]([O:19][CH3:20])[CH:12]=3)=[CH:9][N:10]=2)[N:7]=1.[CH2:21]([O:23][C:24](=[O:42])[C:25]1[CH:30]=[C:29](B2OC(C)(C)C(C)(C)O2)[CH:28]=[CH:27][C:26]=1[O:40][CH3:41])[CH3:22].